From a dataset of Aqueous solubility values for 9,982 compounds from the AqSolDB database. Regression/Classification. Given a drug SMILES string, predict its absorption, distribution, metabolism, or excretion properties. Task type varies by dataset: regression for continuous measurements (e.g., permeability, clearance, half-life) or binary classification for categorical outcomes (e.g., BBB penetration, CYP inhibition). For this dataset (solubility_aqsoldb), we predict Y. (1) The compound is Cc1cccc2n[n-]nc12.[Na+]. The Y is 0.605 log mol/L. (2) The drug is COC(=O)c1ccc(C)cc1. The Y is -2.58 log mol/L. (3) The drug is CCCCOCCOP(=O)(OCCOCCCC)OCCOCCCC. The Y is -2.78 log mol/L. (4) The molecule is COCCNC(=O)CSP(=S)(OC)OC. The Y is -1.14 log mol/L. (5) The drug is O=C(O)Cc1sc(-c2ccccc2)nc1-c1ccc(Cl)cc1. The Y is -4.96 log mol/L. (6) The drug is N. The Y is 1.45 log mol/L. (7) The compound is C=C(C)[C@H]1CC=C(C)CC1. The Y is -4.35 log mol/L.